From a dataset of NCI-60 drug combinations with 297,098 pairs across 59 cell lines. Regression. Given two drug SMILES strings and cell line genomic features, predict the synergy score measuring deviation from expected non-interaction effect. (1) Drug 1: C1=CC(=CC=C1CCCC(=O)O)N(CCCl)CCCl. Drug 2: C1=CC=C(C=C1)NC(=O)CCCCCCC(=O)NO. Cell line: CAKI-1. Synergy scores: CSS=58.8, Synergy_ZIP=-4.36, Synergy_Bliss=-4.58, Synergy_Loewe=-15.9, Synergy_HSA=-1.11. (2) Drug 1: CCCS(=O)(=O)NC1=C(C(=C(C=C1)F)C(=O)C2=CNC3=C2C=C(C=N3)C4=CC=C(C=C4)Cl)F. Drug 2: CC1C(C(=O)NC(C(=O)N2CCCC2C(=O)N(CC(=O)N(C(C(=O)O1)C(C)C)C)C)C(C)C)NC(=O)C3=C4C(=C(C=C3)C)OC5=C(C(=O)C(=C(C5=N4)C(=O)NC6C(OC(=O)C(N(C(=O)CN(C(=O)C7CCCN7C(=O)C(NC6=O)C(C)C)C)C)C(C)C)C)N)C. Cell line: SK-MEL-2. Synergy scores: CSS=32.7, Synergy_ZIP=25.6, Synergy_Bliss=30.2, Synergy_Loewe=22.8, Synergy_HSA=25.5.